From a dataset of Forward reaction prediction with 1.9M reactions from USPTO patents (1976-2016). Predict the product of the given reaction. (1) Given the reactants C(OC([N:8]1[CH2:14][CH2:13][CH2:12][C:11]([F:16])([F:15])[CH2:10][CH2:9]1)=O)(C)(C)C.[ClH:17], predict the reaction product. The product is: [Cl-:17].[F:15][C:11]1([F:16])[CH2:12][CH2:13][CH2:14][NH2+:8][CH2:9][CH2:10]1. (2) Given the reactants [CH3:1][O:2][C:3]1[CH:4]=[CH:5][C:6]2[O:10][C:9]([C:11](=O)[CH2:12][CH2:13][CH2:14][CH2:15][CH2:16][CH3:17])=[C:8]([CH3:19])[C:7]=2[CH:20]=1.[NH2:21][C:22]1[CH:31]=[CH:30][C:25]([C:26]([O:28][CH3:29])=[O:27])=[CH:24][CH:23]=1.C(=O)([O-])O.[Na+].C([BH3-])#N.[Na+], predict the reaction product. The product is: [CH3:1][O:2][C:3]1[CH:4]=[CH:5][C:6]2[O:10][C:9]([CH:11]([NH:21][C:22]3[CH:23]=[CH:24][C:25]([C:26]([O:28][CH3:29])=[O:27])=[CH:30][CH:31]=3)[CH2:12][CH2:13][CH2:14][CH2:15][CH2:16][CH3:17])=[C:8]([CH3:19])[C:7]=2[CH:20]=1.